This data is from Catalyst prediction with 721,799 reactions and 888 catalyst types from USPTO. The task is: Predict which catalyst facilitates the given reaction. (1) Reactant: I[C:2]1[C:10]2[C:5](=[N:6][CH:7]=[C:8]([NH:11][CH:12]([CH3:14])[CH3:13])[N:9]=2)[N:4]([S:15]([C:18]2[CH:23]=[CH:22][C:21]([CH3:24])=[CH:20][CH:19]=2)(=[O:17])=[O:16])[CH:3]=1.[C:25]([NH2:29])(=[O:28])[CH:26]=[CH2:27].C1(C)C=CC=CC=1P(C1C=CC=CC=1C)C1C=CC=CC=1C. Product: [CH:12]([NH:11][C:8]1[N:9]=[C:10]2[C:2]([CH:27]=[CH:26][C:25]([NH2:29])=[O:28])=[CH:3][N:4]([S:15]([C:18]3[CH:23]=[CH:22][C:21]([CH3:24])=[CH:20][CH:19]=3)(=[O:17])=[O:16])[C:5]2=[N:6][CH:7]=1)([CH3:14])[CH3:13]. The catalyst class is: 274. (2) Reactant: [CH3:1][C:2]1[CH:10]=[CH:9][C:5]([C:6]([NH2:8])=[S:7])=[C:4]([N+:11]([O-:13])=[O:12])[CH:3]=1.CO[CH:16](OC)[CH2:17]Br. Product: [CH3:1][C:2]1[CH:10]=[CH:9][C:5]([C:6]2[S:7][CH:16]=[CH:17][N:8]=2)=[C:4]([N+:11]([O-:13])=[O:12])[CH:3]=1. The catalyst class is: 15. (3) Reactant: [C:1]([O:5][C:6]([N:8]1[CH2:12][C@H:11]([OH:13])[CH2:10][C@H:9]1[C:14]([OH:16])=O)=[O:7])([CH3:4])([CH3:3])[CH3:2].C1CC[CH:26]([N:25]=C=[N:25][CH:26]2[CH2:31][CH2:30]CCC2)[CH2:31][CH2:30]1.C1C=CC2N(O)N=NC=2C=1.C1(N)CC1.CCN(C(C)C)C(C)C. Product: [C:1]([O:5][C:6]([N:8]1[CH2:12][C@H:11]([OH:13])[CH2:10][C@H:9]1[C:14](=[O:16])[NH:25][CH:26]1[CH2:31][CH2:30]1)=[O:7])([CH3:2])([CH3:3])[CH3:4]. The catalyst class is: 2. (4) Reactant: Cl[C:2]1[N:7]=[C:6]([C:8]2[CH:9]=[N:10][N:11]([CH2:13][O:14][CH2:15][CH2:16][Si:17]([CH3:20])([CH3:19])[CH3:18])[CH:12]=2)[N:5]2[CH:21]=[CH:22][N:23]=[C:4]2[CH:3]=1.[CH3:24][C:25]1[S:26][C:27]([Sn](C)(C)C)=[CH:28][N:29]=1.C1(P(C2CCCCC2)C2C=CC=CC=2C2C(C(C)C)=CC(C(C)C)=CC=2C(C)C)CCCCC1. Product: [CH3:24][C:25]1[S:26][C:27]([C:2]2[N:7]=[C:6]([C:8]3[CH:9]=[N:10][N:11]([CH2:13][O:14][CH2:15][CH2:16][Si:17]([CH3:20])([CH3:19])[CH3:18])[CH:12]=3)[N:5]3[CH:21]=[CH:22][N:23]=[C:4]3[CH:3]=2)=[CH:28][N:29]=1. The catalyst class is: 110. (5) Reactant: [NH2:1][C:2]([CH3:9])([CH2:5][CH:6]1[CH2:8][CH2:7]1)[C:3]#[N:4].C(N(CC)CC)C.[C:17](O[C:17]([O:19][C:20]([CH3:23])([CH3:22])[CH3:21])=[O:18])([O:19][C:20]([CH3:23])([CH3:22])[CH3:21])=[O:18]. Product: [C:20]([O:19][C:17](=[O:18])[NH:1][C:2]([C:3]#[N:4])([CH3:9])[CH2:5][CH:6]1[CH2:8][CH2:7]1)([CH3:23])([CH3:22])[CH3:21]. The catalyst class is: 4. (6) Product: [CH3:1][C:2]1[CH:7]=[CH:6][N:5]=[CH:4][C:3]=1[N:8]1[CH2:12][CH2:11][N:10]([C:15]2[CH:20]=[CH:19][N:18]=[C:17]([CH3:21])[CH:16]=2)[C:9]1=[O:13]. The catalyst class is: 246. Reactant: [CH3:1][C:2]1[CH:7]=[CH:6][N:5]=[CH:4][C:3]=1[N:8]1[CH2:12][CH2:11][NH:10][C:9]1=[O:13].Br[C:15]1[CH:20]=[CH:19][N:18]=[C:17]([CH3:21])[CH:16]=1.N[C@@H]1CCCC[C@H]1N.P([O-])([O-])([O-])=O.[K+].[K+].[K+]. (7) Reactant: [N:1]1([CH2:7][CH2:8][CH2:9][CH2:10][N:11]2C(=O)C3C(=CC=CC=3)C2=O)[CH2:6][CH2:5][O:4][CH2:3][CH2:2]1. Product: [N:1]1([CH2:7][CH2:8][CH2:9][CH2:10][NH2:11])[CH2:6][CH2:5][O:4][CH2:3][CH2:2]1. The catalyst class is: 14. (8) Reactant: [Cl:1][C:2]1[C:7]([NH:8][CH2:9][CH:10]2[CH2:12][CH:11]2[C:13]2[CH:18]=[CH:17][C:16]([F:19])=[CH:15][CH:14]=2)=[CH:6][N:5]=[N:4][C:3]=1[NH:20][NH:21][C:22](=O)[CH2:23][CH:24]1[CH2:26][CH2:25]1.P(Cl)(Cl)(Cl)=O. Product: [Cl:1][C:2]1[C:3]2[N:4]([C:22]([CH2:23][CH:24]3[CH2:26][CH2:25]3)=[N:21][N:20]=2)[N:5]=[CH:6][C:7]=1[NH:8][CH2:9][CH:10]1[CH2:12][CH:11]1[C:13]1[CH:18]=[CH:17][C:16]([F:19])=[CH:15][CH:14]=1. The catalyst class is: 10. (9) The catalyst class is: 2. Product: [CH2:11]([CH:10]1[O:14][S:30](=[O:31])[N:15]([C:16]([O:17][C:18]([CH3:21])([CH3:20])[CH3:19])=[O:22])[C@@:8]1([C:6]1[CH:7]=[C:2]([Br:1])[CH:3]=[CH:4][C:5]=1[F:23])[CH3:9])[CH:12]=[CH2:13]. Reactant: [Br:1][C:2]1[CH:3]=[CH:4][C:5]([F:23])=[C:6]([C@@:8]([NH:15][C:16](=[O:22])[O:17][C:18]([CH3:21])([CH3:20])[CH3:19])([CH:10]([OH:14])[CH2:11][CH:12]=[CH2:13])[CH3:9])[CH:7]=1.N1C=CC=CC=1.[S:30](Cl)(Cl)=[O:31]. (10) Reactant: C([O:4][C:5]([C:7]1([CH2:13][CH:14]([CH2:17][CH3:18])[CH2:15][CH3:16])[CH2:12][CH2:11][CH2:10][CH2:9][CH2:8]1)=[O:6])(C)C.[OH-].[K+].OS(O)(=O)=O. Product: [CH2:17]([CH:14]([CH2:15][CH3:16])[CH2:13][C:7]1([C:5]([OH:6])=[O:4])[CH2:8][CH2:9][CH2:10][CH2:11][CH2:12]1)[CH3:18]. The catalyst class is: 196.